From a dataset of Reaction yield outcomes from USPTO patents with 853,638 reactions. Predict the reaction yield, written as a fraction of the theoretical maximum amount of product (1.0 means a 100% yield; for example, 0.34 means a 34% yield). (1) The reactants are [Cl:1][C:2]1[C:3]([F:44])=[C:4]([C@@H:8]2[C@:12]([C:15]3[CH:20]=[CH:19][C:18]([Cl:21])=[CH:17][C:16]=3[F:22])([C:13]#[N:14])[C@H:11]([CH2:23][C:24]([CH3:27])([CH3:26])[CH3:25])[NH:10][C@H:9]2[C:28]([NH:30][C:31]2[CH:39]=[CH:38][C:34]([C:35]([OH:37])=O)=[C:33]([C:40]([F:43])([F:42])[F:41])[CH:32]=2)=[O:29])[CH:5]=[CH:6][CH:7]=1.C[N:46](C(ON1N=NC2C=CC=NC1=2)=[N+](C)C)C.F[P-](F)(F)(F)(F)F.CCN(C(C)C)C(C)C.Cl.N. The catalyst is O.CN(C=O)C. The product is [C:35]([C:34]1[CH:38]=[CH:39][C:31]([NH:30][C:28]([C@H:9]2[C@H:8]([C:4]3[CH:5]=[CH:6][CH:7]=[C:2]([Cl:1])[C:3]=3[F:44])[C@:12]([C:15]3[CH:20]=[CH:19][C:18]([Cl:21])=[CH:17][C:16]=3[F:22])([C:13]#[N:14])[C@H:11]([CH2:23][C:24]([CH3:27])([CH3:26])[CH3:25])[NH:10]2)=[O:29])=[CH:32][C:33]=1[C:40]([F:43])([F:42])[F:41])(=[O:37])[NH2:46]. The yield is 0.260. (2) The reactants are [CH3:1][O:2][CH2:3][CH2:4][NH:5][CH3:6].Cl[CH2:8][C:9]1[CH:39]=[CH:38][C:12]([C:13]([NH:15][C:16]2[S:17][C:18]3[C:24]([C:25]4[N:26]=[C:27]([N:30]5[CH2:35][CH2:34][O:33][CH2:32][CH2:31]5)[S:28][CH:29]=4)=[CH:23][CH:22]=[C:21]([O:36][CH3:37])[C:19]=3[N:20]=2)=[O:14])=[CH:11][CH:10]=1. The catalyst is C1COCC1. The product is [CH3:1][O:2][CH2:3][CH2:4][N:5]([CH2:8][C:9]1[CH:10]=[CH:11][C:12]([C:13]([NH:15][C:16]2[S:17][C:18]3[C:24]([C:25]4[N:26]=[C:27]([N:30]5[CH2:31][CH2:32][O:33][CH2:34][CH2:35]5)[S:28][CH:29]=4)=[CH:23][CH:22]=[C:21]([O:36][CH3:37])[C:19]=3[N:20]=2)=[O:14])=[CH:38][CH:39]=1)[CH3:6]. The yield is 0.790. (3) The reactants are [N:1]12[CH2:8][CH2:7][C:4]([C:9]([C:17]3[CH:22]=[CH:21][CH:20]=[CH:19][CH:18]=3)([C:11]3[CH:16]=[CH:15][CH:14]=[CH:13][CH:12]=3)[OH:10])([CH2:5][CH2:6]1)[CH2:3][CH2:2]2.[Br:23][CH3:24]. The catalyst is CC#N. The product is [Br-:23].[OH:10][C:9]([C:17]1[CH:22]=[CH:21][CH:20]=[CH:19][CH:18]=1)([C:11]1[CH:12]=[CH:13][CH:14]=[CH:15][CH:16]=1)[C:4]12[CH2:5][CH2:6][N+:1]([CH3:24])([CH2:2][CH2:3]1)[CH2:8][CH2:7]2. The yield is 0.880. (4) The reactants are [F:1][C:2]1[CH:3]=[CH:4][C:5]([O:10][C:11]2[CH:12]=[C:13]3[C:17](=[CH:18][CH:19]=2)[N:16]([CH2:20][CH2:21][OH:22])[N:15]=[CH:14]3)=[C:6]([CH:9]=1)[C:7]#[N:8].[ClH:23].[H][H]. The catalyst is [OH-].[OH-].[Pd+2].CCO. The product is [ClH:23].[ClH:23].[NH2:8][CH2:7][C:6]1[CH:9]=[C:2]([F:1])[CH:3]=[CH:4][C:5]=1[O:10][C:11]1[CH:12]=[C:13]2[C:17](=[CH:18][CH:19]=1)[N:16]([CH2:20][CH2:21][OH:22])[N:15]=[CH:14]2. The yield is 0.960. (5) The reactants are [CH3:1][N:2]1[CH:6]=[C:5]([NH2:7])[CH:4]=[N:3]1.O=[C:9]1[CH2:14][CH2:13][CH2:12][CH2:11][CH:10]1[C:15]([O-])=[O:16]. The catalyst is C1(C)C=CC=CC=1.O.C1(C)C=CC(S(O)(=O)=O)=CC=1. The product is [CH3:1][N:2]1[C:6]2[C:5](=[N:7][C:9]3[CH2:14][CH2:13][CH2:12][CH2:11][C:10]=3[C:15]=2[OH:16])[CH:4]=[N:3]1. The yield is 0.460. (6) The reactants are [N:1]12[CH2:8][CH2:7][C:4]([C:9]([C:17]3[CH:22]=[CH:21][CH:20]=[CH:19][CH:18]=3)([C:11]3[CH:16]=[CH:15][CH:14]=[CH:13][CH:12]=3)[OH:10])([CH2:5][CH2:6]1)[CH2:3][CH2:2]2.[Br:23][CH2:24][CH2:25][CH2:26][O:27][C:28]1[CH:33]=[CH:32][C:31]([C:34]2[CH:39]=[CH:38][CH:37]=[CH:36][CH:35]=2)=[CH:30][CH:29]=1. The catalyst is CC#N. The product is [Br-:23].[C:31]1([C:34]2[CH:35]=[CH:36][CH:37]=[CH:38][CH:39]=2)[CH:30]=[CH:29][C:28]([O:27][CH2:26][CH2:25][CH2:24][N+:1]23[CH2:6][CH2:5][C:4]([C:9]([OH:10])([C:17]4[CH:22]=[CH:21][CH:20]=[CH:19][CH:18]=4)[C:11]4[CH:12]=[CH:13][CH:14]=[CH:15][CH:16]=4)([CH2:3][CH2:2]2)[CH2:7][CH2:8]3)=[CH:33][CH:32]=1. The yield is 0.752.